Dataset: Peptide-MHC class I binding affinity with 185,985 pairs from IEDB/IMGT. Task: Regression. Given a peptide amino acid sequence and an MHC pseudo amino acid sequence, predict their binding affinity value. This is MHC class I binding data. (1) The peptide sequence is REWCFTGERN. The MHC is HLA-B40:01 with pseudo-sequence HLA-B40:01. The binding affinity (normalized) is 0.425. (2) The peptide sequence is WCMQHLPSY. The MHC is HLA-B35:01 with pseudo-sequence HLA-B35:01. The binding affinity (normalized) is 0.872.